This data is from Full USPTO retrosynthesis dataset with 1.9M reactions from patents (1976-2016). The task is: Predict the reactants needed to synthesize the given product. (1) The reactants are: [C:1]1([CH:7]2[C:19]3[NH:18][C:17]4[C:12](=[CH:13][CH:14]=[CH:15][CH:16]=4)[C:11]=3[CH2:10][CH2:9][NH:8]2)[CH:6]=[CH:5][CH:4]=[CH:3][CH:2]=1.C(=O)([O-])[O-].[K+].[K+].Br[CH2:27][CH2:28][OH:29]. Given the product [C:1]1([CH:7]2[C:19]3[NH:18][C:17]4[C:12](=[CH:13][CH:14]=[CH:15][CH:16]=4)[C:11]=3[CH2:10][CH2:9][N:8]2[CH2:27][CH2:28][OH:29])[CH:2]=[CH:3][CH:4]=[CH:5][CH:6]=1, predict the reactants needed to synthesize it. (2) Given the product [C:8]1([NH:7][N:14]2[CH2:19][CH2:18][O:17][CH2:16][C:15]2=[O:20])[CH:9]=[CH:10][CH:11]=[CH:12][CH:13]=1, predict the reactants needed to synthesize it. The reactants are: C(OC(=O)[N:7]([N:14]1[CH2:19][CH2:18][O:17][CH2:16][C:15]1=[O:20])[C:8]1[CH:13]=[CH:12][CH:11]=[CH:10][CH:9]=1)(C)(C)C.Cl.[OH-].[Na+]. (3) Given the product [F:17][C:18]([F:27])([F:28])[O:19][C:20]1[CH:21]=[CH:22][C:23]([N:24]2[CH2:14][CH2:13][C:6]3([CH2:11][CH2:10][NH:9][C:8](=[O:12])[CH2:7]3)[C:4]2=[O:5])=[CH:25][CH:26]=1, predict the reactants needed to synthesize it. The reactants are: C(O[C:4]([C:6]1([CH2:13][CH2:14]OC)[CH2:11][CH2:10][NH:9][C:8](=[O:12])[CH2:7]1)=[O:5])C.[F:17][C:18]([F:28])([F:27])[O:19][C:20]1[CH:26]=[CH:25][C:23]([NH2:24])=[CH:22][CH:21]=1.[Cl-].C[Al+]C. (4) Given the product [CH3:1][O:2][C:3]1[CH:8]=[CH:7][C:6]([CH2:9][CH2:10][CH2:11][SH:15])=[CH:5][CH:4]=1, predict the reactants needed to synthesize it. The reactants are: [CH3:1][O:2][C:3]1[CH:8]=[CH:7][C:6]([CH2:9][CH2:10][CH2:11]Br)=[CH:5][CH:4]=1.NC(N)=[S:15].[OH-].[Na+]. (5) Given the product [Cl:1][C:2]1[CH:3]=[C:4]([N:9]2[C:13]([C:14]3[CH:19]=[CH:18][CH:17]=[C:16]([C:20]#[N:21])[CH:15]=3)=[CH:12][C:11]([C:22]([OH:24])=[O:23])=[N:10]2)[CH:5]=[CH:6][C:7]=1[F:8], predict the reactants needed to synthesize it. The reactants are: [Cl:1][C:2]1[CH:3]=[C:4]([N:9]2[C:13]([C:14]3[CH:19]=[CH:18][CH:17]=[C:16]([C:20]#[N:21])[CH:15]=3)=[CH:12][C:11]([C:22]([O:24]CC)=[O:23])=[N:10]2)[CH:5]=[CH:6][C:7]=1[F:8].ClC1C=C(N2C(C3C=C(F)C=C(Cl)C=3)=CC(C(O)=O)=N2)C=CC=1F. (6) Given the product [F:8][C:6]1[CH:5]=[C:4]([C:9]2[N:10]=[CH:11][C:12]([NH:15][C:27](=[O:28])[CH2:26][CH:24]3[CH2:23][CH2:22][N:21]4[C:17](=[O:16])[O:18][CH2:19][CH:20]4[CH2:25]3)=[N:13][CH:14]=2)[CH:3]=[C:2]([F:1])[CH:7]=1, predict the reactants needed to synthesize it. The reactants are: [F:1][C:2]1[CH:3]=[C:4]([C:9]2[N:10]=[CH:11][C:12]([NH2:15])=[N:13][CH:14]=2)[CH:5]=[C:6]([F:8])[CH:7]=1.[O:16]=[C:17]1[N:21]2[CH2:22][CH2:23][CH:24]([CH2:26][C:27](O)=[O:28])[CH2:25][CH:20]2[CH2:19][O:18]1. (7) Given the product [CH2:69]([C:70]1[O:60][N:59]=[C:57]([C:44]2[C:45](=[O:56])[C:46]3[C:51](=[CH:50][C:49]([O:52][CH3:53])=[C:48]([O:54][CH3:55])[CH:47]=3)[N:42]([CH2:41][C:40]3[CH:39]=[CH:38][C:37]([Cl:36])=[CH:62][CH:61]=3)[CH:43]=2)[N:58]=1)[C:63]1[CH:68]=[CH:67][CH:66]=[CH:65][CH:64]=1, predict the reactants needed to synthesize it. The reactants are: F[P-](F)(F)(F)(F)F.N1(OC(N(C)C)=[N+](C)C)C2C=CC=CC=2N=N1.C(C(C(C)C)(NCC)C)(C)C.[Cl:36][C:37]1[CH:62]=[CH:61][C:40]([CH2:41][N:42]2[C:51]3[C:46](=[CH:47][C:48]([O:54][CH3:55])=[C:49]([O:52][CH3:53])[CH:50]=3)[C:45](=[O:56])[C:44]([C:57]([NH:59][OH:60])=[NH:58])=[CH:43]2)=[CH:39][CH:38]=1.[C:63]1([CH2:69][C:70](O)=O)[CH:68]=[CH:67][CH:66]=[CH:65][CH:64]=1. (8) Given the product [CH3:31][O:30][C:24]1[CH:23]=[C:22]([CH:27]=[CH:26][C:25]=1[O:28][CH3:29])[CH2:21][N:8]1[C:7](=[O:32])[C:6]2[C:11](=[CH:12][CH:13]=[C:4]([C:1]([OH:3])([CH3:33])[CH3:2])[CH:5]=2)[N:10]([CH:14]2[CH2:15][CH2:16][O:17][CH2:18][CH2:19]2)[C:9]1=[O:20], predict the reactants needed to synthesize it. The reactants are: [C:1]([C:4]1[CH:5]=[C:6]2[C:11](=[CH:12][CH:13]=1)[N:10]([CH:14]1[CH2:19][CH2:18][O:17][CH2:16][CH2:15]1)[C:9](=[O:20])[N:8]([CH2:21][C:22]1[CH:27]=[CH:26][C:25]([O:28][CH3:29])=[C:24]([O:30][CH3:31])[CH:23]=1)[C:7]2=[O:32])(=[O:3])[CH3:2].[CH3:33][Mg]I. (9) Given the product [CH:29]1([NH:33][C:24]([C:9]2[C:10]([OH:23])=[C:11]([C:14]([NH:16][CH2:17][C:18]([OH:20])=[O:19])=[O:15])[C:12](=[O:13])[N:7]([CH:1]3[CH2:6][CH2:5][CH2:4][CH2:3][CH2:2]3)[C:8]=2[OH:28])=[O:26])[CH2:32][CH2:31][CH2:30]1, predict the reactants needed to synthesize it. The reactants are: [CH:1]1([N:7]2[C:12](=[O:13])[C:11]([C:14]([NH:16][CH2:17][C:18]([O:20]CC)=[O:19])=[O:15])=[C:10]([OH:23])[C:9]([C:24]([O:26]C)=O)=[C:8]2[OH:28])[CH2:6][CH2:5][CH2:4][CH2:3][CH2:2]1.[CH:29]1([NH2:33])[CH2:32][CH2:31][CH2:30]1.